This data is from Forward reaction prediction with 1.9M reactions from USPTO patents (1976-2016). The task is: Predict the product of the given reaction. (1) Given the reactants [CH:1]1([N:6]2[C:14]3[CH:13]=[CH:12][NH:11][C:10](=[O:15])[C:9]=3[C:8]([C:16]3[CH:17]=[C:18]([C:21]([NH2:23])=O)[S:19][CH:20]=3)=[N:7]2)[CH2:5][CH2:4][CH2:3][CH2:2]1.FC(F)(F)C(OC(=O)C(F)(F)F)=O.O, predict the reaction product. The product is: [CH:1]1([N:6]2[C:14]3[CH:13]=[CH:12][NH:11][C:10](=[O:15])[C:9]=3[C:8]([C:16]3[CH:17]=[C:18]([C:21]#[N:23])[S:19][CH:20]=3)=[N:7]2)[CH2:2][CH2:3][CH2:4][CH2:5]1. (2) Given the reactants [NH:1]1[CH:5]=[C:4]([C:6]2[CH:22]=[CH:21][C:9]3[C:10]4[N:11]=[C:12]([C:18]([OH:20])=O)[S:13][C:14]=4[CH2:15][CH2:16][O:17][C:8]=3[CH:7]=2)[CH:3]=[N:2]1.[CH3:23][NH:24][CH2:25][CH2:26][CH:27]([CH3:29])[CH3:28], predict the reaction product. The product is: [CH3:23][N:24]([CH2:25][CH2:26][CH:27]([CH3:29])[CH3:28])[C:18]([C:12]1[S:13][C:14]2[CH2:15][CH2:16][O:17][C:8]3[CH:7]=[C:6]([C:4]4[CH:3]=[N:2][NH:1][CH:5]=4)[CH:22]=[CH:21][C:9]=3[C:10]=2[N:11]=1)=[O:20]. (3) Given the reactants [Cl:1][C:2]1[CH:3]=[C:4]([C:8]#[C:9][C:10]2[N:11]=[C:12]([CH3:22])[N:13]([C:15]3[N:20]=[C:19]([OH:21])[CH:18]=[CH:17][CH:16]=3)[CH:14]=2)[CH:5]=[CH:6][CH:7]=1.[CH3:23]I, predict the reaction product. The product is: [Cl:1][C:2]1[CH:3]=[C:4]([C:8]#[C:9][C:10]2[N:11]=[C:12]([CH3:22])[N:13]([C:15]3[N:20]([CH3:23])[C:19](=[O:21])[CH:18]=[CH:17][CH:16]=3)[CH:14]=2)[CH:5]=[CH:6][CH:7]=1.